From a dataset of Peptide-MHC class II binding affinity with 134,281 pairs from IEDB. Regression. Given a peptide amino acid sequence and an MHC pseudo amino acid sequence, predict their binding affinity value. This is MHC class II binding data. (1) The peptide sequence is ALFKAIEAYLLAHPD. The MHC is DRB1_0901 with pseudo-sequence DRB1_0901. The binding affinity (normalized) is 0.709. (2) The peptide sequence is EDLVRAYHSMSSTHE. The MHC is HLA-DPA10201-DPB10501 with pseudo-sequence HLA-DPA10201-DPB10501. The binding affinity (normalized) is 0.456. (3) The peptide sequence is RDGGQLRIPSLLHGG. The MHC is HLA-DPA10301-DPB10402 with pseudo-sequence HLA-DPA10301-DPB10402. The binding affinity (normalized) is 0.332. (4) The peptide sequence is ITYGETGGNSPVQEF. The MHC is HLA-DPA10201-DPB11401 with pseudo-sequence HLA-DPA10201-DPB11401. The binding affinity (normalized) is 0. (5) The peptide sequence is VIPEGWKADTSYESK. The MHC is DRB1_1101 with pseudo-sequence DRB1_1101. The binding affinity (normalized) is 0.148. (6) The peptide sequence is EENEGDNACKRTYSD. The MHC is DRB3_0101 with pseudo-sequence DRB3_0101. The binding affinity (normalized) is 0.263.